Predict the reaction yield, written as a fraction of the theoretical maximum amount of product (1.0 means a 100% yield; for example, 0.34 means a 34% yield). From a dataset of Reaction yield outcomes from USPTO patents with 853,638 reactions. (1) The reactants are [CH:1]1[CH:6]=[CH:5][CH:4]=[CH:3][CH:2]=1.[C:7]1(=[O:14])[O:13][C:11](=[O:12])[CH2:10][C:8]1=[CH2:9].[Cl-].[Al+3].[Cl-].[Cl-].Cl. The catalyst is ClCCCl. The product is [CH2:9]=[C:8]([CH2:10][C:11](=[O:12])[C:1]1[CH:6]=[CH:5][CH:4]=[CH:3][CH:2]=1)[C:7]([OH:14])=[O:13]. The yield is 0.490. (2) The catalyst is ClCCl.FC(F)(F)C(O)=O. The reactants are [Cl:1][C:2]1[CH:11]=[CH:10][C:9]2[C:8]3[C:12]4[N:19](C(OC(C)(C)C)=O)[CH2:18][C@@H:17]([CH3:27])[N:16](C(OC(C)(C)C)=O)[C:15](=[O:35])[C:13]=4[S:14][C:7]=3[CH:6]=[CH:5][C:4]=2[N:3]=1. The product is [Cl:1][C:2]1[CH:11]=[CH:10][C:9]2[C:8]3[C:12]4[NH:19][CH2:18][C@@H:17]([CH3:27])[NH:16][C:15](=[O:35])[C:13]=4[S:14][C:7]=3[CH:6]=[CH:5][C:4]=2[N:3]=1. The yield is 0.830.